The task is: Predict the reaction yield, written as a fraction of the theoretical maximum amount of product (1.0 means a 100% yield; for example, 0.34 means a 34% yield).. This data is from Reaction yield outcomes from USPTO patents with 853,638 reactions. The reactants are N.C([N:9]1[CH2:13][CH:12]([CH2:14][CH:15]([CH3:19])[CH2:16][CH2:17][CH3:18])[CH2:11][C:10]1=[O:20])C1C=CC=CC=1.[Na]. The catalyst is C1COCC1. The product is [CH3:19][CH:15]([CH2:16][CH2:17][CH3:18])[CH2:14][CH:12]1[CH2:13][NH:9][C:10](=[O:20])[CH2:11]1. The yield is 0.860.